Dataset: Forward reaction prediction with 1.9M reactions from USPTO patents (1976-2016). Task: Predict the product of the given reaction. (1) Given the reactants [N:1]1[CH:6]=[CH:5][CH:4]=[CH:3][C:2]=1[CH2:7][NH:8][C:9]1[CH:15]=[CH:14][C:13]([C:16]2[O:17][C:18]3[CH:24]=[CH:23][CH:22]=[CH:21][C:19]=3[N:20]=2)=[CH:12][C:10]=1[NH2:11].Cl.[C:26](=N)(OC)[CH3:27].C(=O)([O-])O.[Na+], predict the reaction product. The product is: [O:17]1[C:18]2[CH:24]=[CH:23][CH:22]=[CH:21][C:19]=2[N:20]=[C:16]1[C:13]1[CH:14]=[CH:15][C:9]2[N:8]([CH2:7][C:2]3[CH:3]=[CH:4][CH:5]=[CH:6][N:1]=3)[C:26]([CH3:27])=[N:11][C:10]=2[CH:12]=1. (2) Given the reactants [CH2:1]([NH:8][CH2:9][C:10]1[NH:11][C:12](=[O:20])[C:13]2[S:18][C:17]([Br:19])=[CH:16][C:14]=2[N:15]=1)[C:2]1[CH:7]=[CH:6][CH:5]=[CH:4][CH:3]=1.[CH2:21]=O, predict the reaction product. The product is: [CH2:1]([N:8]1[CH2:9][C:10]2=[N:15][C:14]3[CH:16]=[C:17]([Br:19])[S:18][C:13]=3[C:12](=[O:20])[N:11]2[CH2:21]1)[C:2]1[CH:7]=[CH:6][CH:5]=[CH:4][CH:3]=1. (3) Given the reactants ClC1N=C(NC2CCCCC2)C(C)=C(C)N=1.[Cl:17][C:18]1[N:23]=[C:22](Cl)[C:21]([CH2:25][CH3:26])=[C:20]([CH3:27])[N:19]=1.ClC1N=C(Cl)C(C)=C(C)N=1.[F:38][C:39]1[CH:45]=[CH:44][C:42]([NH2:43])=[CH:41][CH:40]=1, predict the reaction product. The product is: [Cl:17][C:18]1[N:23]=[C:22]([NH:43][C:42]2[CH:44]=[CH:45][C:39]([F:38])=[CH:40][CH:41]=2)[C:21]([CH2:25][CH3:26])=[C:20]([CH3:27])[N:19]=1. (4) Given the reactants [F:1][C:2]1[CH:7]=[CH:6][CH:5]=[CH:4][C:3]=1[NH2:8].[B-](F)(F)(F)F.[B-](F)(F)(F)F.C1[N+]2(CCl)CC[N+](F)(CC2)C1.[C:30]([S-:32])#[N:31].[K+], predict the reaction product. The product is: [F:1][C:2]1[CH:7]=[C:6]([S:32][C:30]#[N:31])[CH:5]=[CH:4][C:3]=1[NH2:8]. (5) Given the reactants Br[C:2]1[C:3]2[C:8]([C:9]([Br:16])=[C:10]3[C:15]=1[CH:14]=[CH:13][CH:12]=[CH:11]3)=[CH:7][CH:6]=[CH:5][CH:4]=2.[CH:17]1[C:26]2[C:21](=[CH:22][CH:23]=[CH:24][CH:25]=2)[CH:20]=[CH:19][C:18]=1B(O)O.C([O-])([O-])=O.[Na+].[Na+].CCO, predict the reaction product. The product is: [Br:16][C:9]1[C:10]2[C:15]([C:2]([C:19]3[CH:18]=[CH:17][C:26]4[C:21](=[CH:22][CH:23]=[CH:24][CH:25]=4)[CH:20]=3)=[C:3]3[C:8]=1[CH:7]=[CH:6][CH:5]=[CH:4]3)=[CH:14][CH:13]=[CH:12][CH:11]=2. (6) Given the reactants [Cl:1][C:2]1[CH:7]=[C:6]([N+:8]([O-:10])=[O:9])[CH:5]=[CH:4][C:3]=1Br.[S:12]([O-])([O-])(=O)=O.[Na+].[Na+].[S].[OH-].[Na+], predict the reaction product. The product is: [Cl:1][C:2]1[CH:7]=[C:6]([N+:8]([O-:10])=[O:9])[CH:5]=[CH:4][C:3]=1[SH:12].